From a dataset of Peptide-MHC class II binding affinity with 134,281 pairs from IEDB. Regression. Given a peptide amino acid sequence and an MHC pseudo amino acid sequence, predict their binding affinity value. This is MHC class II binding data. (1) The peptide sequence is KTVSEGAVDIINKWQ. The MHC is DRB1_1501 with pseudo-sequence DRB1_1501. The binding affinity (normalized) is 0.349. (2) The peptide sequence is KASNTILPLMALLTP. The MHC is DRB3_0202 with pseudo-sequence DRB3_0202. The binding affinity (normalized) is 0.320. (3) The peptide sequence is KLIADSIDFNQVAQV. The binding affinity (normalized) is 0.592. The MHC is DRB1_0405 with pseudo-sequence DRB1_0405. (4) The peptide sequence is IDLNVLLSAAINFFL. The MHC is DRB4_0101 with pseudo-sequence DRB4_0103. The binding affinity (normalized) is 0.407. (5) The peptide sequence is SKYALVDASLKMADPNRFRGKDLPVLDQL. The MHC is DRB3_0101 with pseudo-sequence DRB3_0101. The binding affinity (normalized) is 0.419. (6) The peptide sequence is KSSKPLVGPFNFRFM. The MHC is DRB1_0901 with pseudo-sequence DRB1_0901. The binding affinity (normalized) is 0.404. (7) The peptide sequence is EPLQGPFNFRFLTEKGMKNV. The MHC is DRB1_0901 with pseudo-sequence DRB1_0901. The binding affinity (normalized) is 0.649. (8) The peptide sequence is ITYVATATLPNYCRA. The MHC is DRB1_0401 with pseudo-sequence DRB1_0401. The binding affinity (normalized) is 0.820. (9) The binding affinity (normalized) is 0.0546. The MHC is DRB1_1302 with pseudo-sequence DRB1_1302. The peptide sequence is VIDVKLVDANGTLHD.